This data is from Peptide-MHC class II binding affinity with 134,281 pairs from IEDB. The task is: Regression. Given a peptide amino acid sequence and an MHC pseudo amino acid sequence, predict their binding affinity value. This is MHC class II binding data. (1) The peptide sequence is YDKFLANESTVLTGK. The MHC is DRB1_0101 with pseudo-sequence DRB1_0101. The binding affinity (normalized) is 0.763. (2) The peptide sequence is FETIVVTVDSLPEFK. The MHC is HLA-DQA10101-DQB10501 with pseudo-sequence HLA-DQA10101-DQB10501. The binding affinity (normalized) is 0.314. (3) The peptide sequence is IIGVLEQGKRTLTPQ. The MHC is DRB1_0701 with pseudo-sequence DRB1_0701. The binding affinity (normalized) is 0.429. (4) The peptide sequence is VEFVTNMGIIIPDFA. The MHC is DRB1_0901 with pseudo-sequence DRB1_0901. The binding affinity (normalized) is 0.787. (5) The peptide sequence is SFLVQAGNVQLRVIG. The MHC is DRB1_0301 with pseudo-sequence DRB1_0301. The binding affinity (normalized) is 0.644. (6) The peptide sequence is FRELVRNCDLPVWLS. The MHC is DRB4_0103 with pseudo-sequence DRB4_0103. The binding affinity (normalized) is 0.594. (7) The peptide sequence is TLWQRPLVTIKIGGQLIEAL. The MHC is DRB1_0301 with pseudo-sequence DRB1_0301. The binding affinity (normalized) is 0.